From a dataset of Peptide-MHC class I binding affinity with 185,985 pairs from IEDB/IMGT. Regression. Given a peptide amino acid sequence and an MHC pseudo amino acid sequence, predict their binding affinity value. This is MHC class I binding data. (1) The peptide sequence is AEQASQEVKNW. The MHC is HLA-A29:02 with pseudo-sequence HLA-A29:02. The binding affinity (normalized) is 0. (2) The peptide sequence is FIFGKMGAG. The MHC is HLA-A02:01 with pseudo-sequence HLA-A02:01. The binding affinity (normalized) is 0.0847. (3) The peptide sequence is WAIQCYTGV. The MHC is HLA-B15:01 with pseudo-sequence HLA-B15:01. The binding affinity (normalized) is 0.0847. (4) The peptide sequence is HTSALSLGY. The MHC is HLA-A02:19 with pseudo-sequence HLA-A02:19. The binding affinity (normalized) is 0.0847. (5) The MHC is HLA-B46:01 with pseudo-sequence HLA-B46:01. The binding affinity (normalized) is 0.0847. The peptide sequence is EFVSANLAM. (6) The peptide sequence is NKWRMLIDFR. The MHC is Mamu-B8301 with pseudo-sequence Mamu-B8301. The binding affinity (normalized) is 0.800. (7) The peptide sequence is DSYTQVCDHR. The MHC is HLA-A33:01 with pseudo-sequence HLA-A33:01. The binding affinity (normalized) is 0.306.